From a dataset of Catalyst prediction with 721,799 reactions and 888 catalyst types from USPTO. Predict which catalyst facilitates the given reaction. Reactant: [OH:1][C:2]1[CH:7]=[C:6]([O:8][CH3:9])[CH:5]=[CH:4][C:3]=1[C:10]([C:12]1[CH:17]=[CH:16][C:15]([O:18][CH2:19][C:20]2[N:21]=[C:22]([C:26]3[CH:31]=[CH:30][CH:29]=[CH:28][CH:27]=3)[O:23][C:24]=2[CH3:25])=[CH:14][CH:13]=1)=[O:11].Br[CH:33]([CH3:41])[C:34]([O:36]C(C)(C)C)=[O:35].C(=O)([O-])[O-].[K+].[K+].S([O-])([O-])(=O)=O.[Mg+2]. Product: [CH3:9][O:8][C:6]1[CH:5]=[CH:4][C:3]([C:10](=[O:11])[C:12]2[CH:13]=[CH:14][C:15]([O:18][CH2:19][C:20]3[N:21]=[C:22]([C:26]4[CH:27]=[CH:28][CH:29]=[CH:30][CH:31]=4)[O:23][C:24]=3[CH3:25])=[CH:16][CH:17]=2)=[C:2]([CH:7]=1)[O:1][CH:33]([CH3:41])[C:34]([OH:36])=[O:35]. The catalyst class is: 145.